From a dataset of Forward reaction prediction with 1.9M reactions from USPTO patents (1976-2016). Predict the product of the given reaction. Given the reactants FC(F)(F)S(O[C:7]1[C:8]([C:19]2[CH:24]=[CH:23][C:22]([Cl:25])=[CH:21][CH:20]=2)=[C:9]2[C:14](=[CH:15][C:16]=1[Cl:17])[N:13]=[C:12]([CH3:18])[CH:11]=[CH:10]2)(=O)=O.[CH2:28]([Sn](CCCC)(CCCC)C=C)[CH2:29]CC.[Cl-].[Li+].C(C1C=C(C)C=C(C(C)(C)C)C=1O)(C)(C)C, predict the reaction product. The product is: [Cl:17][C:16]1[CH:15]=[C:14]2[C:9]([CH:10]=[CH:11][C:12]([CH3:18])=[N:13]2)=[C:8]([C:19]2[CH:24]=[CH:23][C:22]([Cl:25])=[CH:21][CH:20]=2)[C:7]=1[CH:28]=[CH2:29].